Dataset: Forward reaction prediction with 1.9M reactions from USPTO patents (1976-2016). Task: Predict the product of the given reaction. (1) Given the reactants [F:1][C:2]([F:33])([CH2:29][CH2:30][CH2:31][CH3:32])[CH:3]([OH:28])[CH2:4][CH2:5][C@H:6]1[C@H:10]([O:11][CH:12]2[CH2:17][CH2:16][CH2:15][CH2:14][O:13]2)[CH2:9][C@H:8]([OH:18])[C@@H:7]1[CH2:19]/[CH:20]=[CH:21]\[CH2:22][CH2:23][CH2:24][C:25]([OH:27])=[O:26].CC(C)=O.C(OCC)(=O)C.[CH3:44][CH2:45][CH2:46][CH2:47][CH2:48][CH2:49][CH3:50], predict the reaction product. The product is: [F:33][C:2]([F:1])([CH2:29][CH2:30][CH2:31][CH3:32])[CH:3]([OH:28])[CH2:4][CH2:5][C@H:6]1[C@H:10]([O:11][CH:12]2[CH2:17][CH2:16][CH2:15][CH2:14][O:13]2)[CH2:9][C@H:8]([OH:18])[C@@H:7]1[CH2:19][CH:20]=[CH:21][CH2:22][CH2:23][CH2:24][C:25]([O:27][CH2:44][C:45]1[CH:50]=[CH:49][CH:48]=[CH:47][CH:46]=1)=[O:26]. (2) Given the reactants Br[C:2]1[N:3]=[C:4]([C:23]2[O:24][C:25]([C:28]3[CH:33]=[CH:32][CH:31]=[CH:30][CH:29]=3)=[N:26][N:27]=2)[C:5]([N:8]([C:16]([O:18][C:19]([CH3:22])([CH3:21])[CH3:20])=[O:17])[C:9](=[O:15])[O:10][C:11]([CH3:14])([CH3:13])[CH3:12])=[N:6][CH:7]=1.CC1(C)C(C)(C)OB([C:42]2[CH2:43][CH2:44][N:45]([C:48]([O:50][C:51]([CH3:54])([CH3:53])[CH3:52])=[O:49])[CH2:46][CH:47]=2)O1.C([O-])([O-])=O.[Na+].[Na+], predict the reaction product. The product is: [C:11]([O:10][C:9]([N:8]([C:16]([O:18][C:19]([CH3:22])([CH3:21])[CH3:20])=[O:17])[C:5]1[N:6]=[CH:7][C:2]([C:42]2[CH2:47][CH2:46][N:45]([C:48]([O:50][C:51]([CH3:54])([CH3:53])[CH3:52])=[O:49])[CH2:44][CH:43]=2)=[N:3][C:4]=1[C:23]1[O:24][C:25]([C:28]2[CH:33]=[CH:32][CH:31]=[CH:30][CH:29]=2)=[N:26][N:27]=1)=[O:15])([CH3:14])([CH3:13])[CH3:12]. (3) The product is: [S:20]1[CH:21]=[CH:22][CH:23]=[C:19]1[C:17]([C:16]1[CH:15]=[N:14][N:13]2[C:8]([C:4]3[CH:3]=[C:2]([NH:1][C:30]([C:28]4[NH:27][CH:26]=[N:25][CH:29]=4)=[O:31])[CH:7]=[CH:6][CH:5]=3)=[CH:9][CH:10]=[N:11][C:12]=12)=[O:18]. Given the reactants [NH2:1][C:2]1[CH:3]=[C:4]([C:8]2[N:13]3[N:14]=[CH:15][C:16]([C:17]([C:19]4[S:20][CH:21]=[CH:22][CH:23]=4)=[O:18])=[C:12]3[N:11]=[CH:10][CH:9]=2)[CH:5]=[CH:6][CH:7]=1.Cl.[NH:25]1[CH:29]=[C:28]([C:30](Cl)=[O:31])[N:27]=[CH:26]1.C([O-])(=O)C.[Na+], predict the reaction product.